Dataset: Reaction yield outcomes from USPTO patents with 853,638 reactions. Task: Predict the reaction yield, written as a fraction of the theoretical maximum amount of product (1.0 means a 100% yield; for example, 0.34 means a 34% yield). (1) The reactants are [CH2:1]([O:8][C:9]1[CH:14]=[C:13]([Cl:15])[CH:12]=[C:11](Br)[CH:10]=1)[C:2]1[CH:7]=[CH:6][CH:5]=[CH:4][CH:3]=1.[S:17](Cl)([Cl:20])(=[O:19])=[O:18]. The catalyst is C1COCC1. The product is [CH2:1]([O:8][C:9]1[CH:10]=[C:11]([S:17]([Cl:20])(=[O:19])=[O:18])[CH:12]=[C:13]([Cl:15])[CH:14]=1)[C:2]1[CH:7]=[CH:6][CH:5]=[CH:4][CH:3]=1. The yield is 0.620. (2) The reactants are [C:1]([C:5]1[O:9][N:8]=[C:7]([NH:10][C:11]([NH:13][C:14]2[CH:19]=[CH:18][CH:17]=[C:16]([S:20][C:21]3[C:30]4[C:25](=[CH:26][C:27]([O:33][CH2:34][CH2:35][CH2:36]Cl)=[C:28]([O:31][CH3:32])[CH:29]=4)[N:24]=[CH:23][N:22]=3)[CH:15]=2)=[O:12])[CH:6]=1)([CH3:4])([CH3:3])[CH3:2].[N:38]1([CH2:44][CH2:45][OH:46])[CH2:43][CH2:42][NH:41][CH2:40][CH2:39]1. No catalyst specified. The product is [C:1]([C:5]1[O:9][N:8]=[C:7]([NH:10][C:11]([NH:13][C:14]2[CH:19]=[CH:18][CH:17]=[C:16]([S:20][C:21]3[C:30]4[C:25](=[CH:26][C:27]([O:33][CH2:34][CH2:35][CH2:36][N:41]5[CH2:42][CH2:43][N:38]([CH2:44][CH2:45][OH:46])[CH2:39][CH2:40]5)=[C:28]([O:31][CH3:32])[CH:29]=4)[N:24]=[CH:23][N:22]=3)[CH:15]=2)=[O:12])[CH:6]=1)([CH3:4])([CH3:3])[CH3:2]. The yield is 0.320. (3) The reactants are [Cl:1][C:2]1[CH:3]=[CH:4][C:5]2[N:9]=[C:8]([C:10]3[CH:11]=[C:12]([C:16]4([CH3:23])[NH:21][C:20](=O)[CH2:19][O:18][CH2:17]4)[CH:13]=[CH:14][CH:15]=3)[NH:7][C:6]=2[CH:24]=1.COC1C=CC(P2(SP(C3C=CC(OC)=CC=3)(=S)S2)=[S:34])=CC=1. No catalyst specified. The product is [Cl:1][C:2]1[CH:3]=[CH:4][C:5]2[N:9]=[C:8]([C:10]3[CH:11]=[C:12]([C:16]4([CH3:23])[NH:21][C:20](=[S:34])[CH2:19][O:18][CH2:17]4)[CH:13]=[CH:14][CH:15]=3)[NH:7][C:6]=2[CH:24]=1. The yield is 0.980. (4) The product is [OH:39][C:37]1[CH:38]=[C:33]([NH:32][CH:2]=[C:3]2[C:11]3[C:6](=[CH:7][C:8]([C:12]([C:14]4[CH:15]=[C:16]([NH:20][C:21]([C:23]5[S:24][C:25]([C:28](=[O:30])[CH3:29])=[CH:26][CH:27]=5)=[O:22])[CH:17]=[CH:18][CH:19]=4)=[O:13])=[CH:9][CH:10]=3)[NH:5][C:4]2=[O:31])[CH:34]=[CH:35][C:36]=1[O:40][CH3:41]. The yield is 0.590. The catalyst is C1COCC1. The reactants are O[CH:2]=[C:3]1[C:11]2[C:6](=[CH:7][C:8]([C:12]([C:14]3[CH:15]=[C:16]([NH:20][C:21]([C:23]4[S:24][C:25]([C:28](=[O:30])[CH3:29])=[CH:26][CH:27]=4)=[O:22])[CH:17]=[CH:18][CH:19]=3)=[O:13])=[CH:9][CH:10]=2)[NH:5][C:4]1=[O:31].[NH2:32][C:33]1[CH:34]=[CH:35][C:36]([O:40][CH3:41])=[C:37]([OH:39])[CH:38]=1. (5) The reactants are [NH:1]1[C:11]2[C:6](=[CH:7][CH:8]=[CH:9][CH:10]=2)[C:4](=O)[C:2]1=[O:3].[OH-].[Na+].[CH2:14]([S:16][CH2:17][C:18]([C:20]1[CH:25]=[CH:24][CH:23]=[CH:22][CH:21]=1)=O)[CH3:15].[CH2:26](O)[CH3:27].[CH2:29]1[CH2:33]O[CH2:31][CH2:30]1.O. The catalyst is O. The product is [CH2:14]([S:16][C:17]1[C:18]([C:20]2[CH:25]=[CH:24][CH:23]=[CH:22][CH:21]=2)=[N:1][C:11]2[C:6]([C:4]=1[C:2]([NH:1][C@H:2]([C:27]1[CH:26]=[CH:33][CH:29]=[CH:30][CH:31]=1)[CH2:4][CH3:6])=[O:3])=[CH:7][CH:8]=[CH:9][CH:10]=2)[CH3:15]. The yield is 0.852. (6) The reactants are [NH2:1][C:2]1[NH:6][N:5]=[N:4][N:3]=1.C(N(CC)CC)C.[C:14]1([CH:24]=O)[C:23]2[C:18](=[CH:19][CH:20]=[CH:21][CH:22]=2)[CH:17]=[CH:16][CH:15]=1.[CH2:26]1[C:35]2[C:30](=[CH:31][CH:32]=[CH:33][CH:34]=2)[CH2:29][CH2:28][C:27]1=O. The catalyst is C(O)C. The product is [C:14]1([CH:24]2[C:31]3[C:30]4[CH:29]=[CH:28][CH:27]=[CH:26][C:35]=4[CH2:34][CH2:33][C:32]=3[NH:1][C:2]3=[N:3][N:4]=[N:5][N:6]23)[C:23]2[C:18](=[CH:19][CH:20]=[CH:21][CH:22]=2)[CH:17]=[CH:16][CH:15]=1. The yield is 0.0510. (7) The reactants are [CH3:1][C:2]1[C:7]([CH2:8]C#N)=[CH:6][C:5]([CH2:11][C:12]2[S:13][C:14]3[C:20]([F:21])=[CH:19][C:18]([F:22])=[C:17]([F:23])[C:15]=3[N:16]=2)=[C:4]([CH3:24])[N:3]=1.O.[C:26]([O-:29])(O)=[O:27].[Na+]. The catalyst is Cl. The product is [CH3:1][C:2]1[C:7]([CH2:8][C:26]([OH:29])=[O:27])=[CH:6][C:5]([CH2:11][C:12]2[S:13][C:14]3[C:20]([F:21])=[CH:19][C:18]([F:22])=[C:17]([F:23])[C:15]=3[N:16]=2)=[C:4]([CH3:24])[N:3]=1. The yield is 0.750. (8) The yield is 0.830. The product is [CH3:1][O:2][C:3](=[O:20])[C:4]1[CH:9]=[C:8]([CH:10]=[O:21])[C:7]([C:12]([F:15])([F:14])[F:13])=[CH:6][C:5]=1[NH:16][C:17](=[O:19])[CH3:18]. The catalyst is C(Cl)Cl. The reactants are [CH3:1][O:2][C:3](=[O:20])[C:4]1[CH:9]=[C:8]([CH:10]=C)[C:7]([C:12]([F:15])([F:14])[F:13])=[CH:6][C:5]=1[NH:16][C:17](=[O:19])[CH3:18].[O:21]=[O+][O-].O=O.CSC.C1(P(C2C=CC=CC=2)C2C=CC=CC=2)C=CC=CC=1.